From a dataset of Forward reaction prediction with 1.9M reactions from USPTO patents (1976-2016). Predict the product of the given reaction. (1) The product is: [C:14]([NH:18][C:19]1[N:20]=[C:21]([NH:1][C:2]2[CH:7]=[C:6]([CH:8]([OH:13])[C:9]([F:10])([F:12])[F:11])[CH:5]=[CH:4][N:3]=2)[CH:22]=[C:23]2[C:28]=1[C:27](=[O:29])[N:26]([CH2:30][CH2:31][OH:32])[CH:25]=[CH:24]2)([CH3:17])([CH3:16])[CH3:15]. Given the reactants [NH2:1][C:2]1[CH:7]=[C:6]([CH:8]([OH:13])[C:9]([F:12])([F:11])[F:10])[CH:5]=[CH:4][N:3]=1.[C:14]([NH:18][C:19]1[N:20]=[C:21](Cl)[CH:22]=[C:23]2[C:28]=1[C:27](=[O:29])[N:26]([CH2:30][CH2:31][OH:32])[CH:25]=[CH:24]2)([CH3:17])([CH3:16])[CH3:15].C([O-])([O-])=O.[Cs+].[Cs+], predict the reaction product. (2) Given the reactants [OH:1][C:2]1[CH:7]=[CH:6][C:5]([CH2:8][CH2:9][C:10]#[N:11])=[CH:4][CH:3]=1.C(=O)([O-])[O-].[K+].[K+].Br[CH2:19][C:20]#[N:21], predict the reaction product. The product is: [C:20]([CH2:19][O:1][C:2]1[CH:3]=[CH:4][C:5]([CH2:8][CH2:9][C:10]#[N:11])=[CH:6][CH:7]=1)#[N:21]. (3) Given the reactants Cl[C:2]1[C:7]2[CH2:8][N:9]([CH:12]([C:14]3[CH:19]=[CH:18][C:17]([O:20][CH2:21][CH:22]([F:24])[F:23])=[C:16]([CH3:25])[CH:15]=3)[CH3:13])[C:10](=[O:11])[C:6]=2[CH:5]=[CH:4][N:3]=1.[CH:26]([O:28][C:29]1[CH:34]=[CH:33][CH:32]=[CH:31][CH:30]=1)=[O:27], predict the reaction product. The product is: [F:23][CH:22]([F:24])[CH2:21][O:20][C:17]1[CH:18]=[CH:19][C:14]([CH:12]([N:9]2[C:10](=[O:11])[C:6]3[CH:5]=[CH:4][N:3]=[C:2]([C:26]([O:28][C:29]4[CH:34]=[CH:33][CH:32]=[CH:31][CH:30]=4)=[O:27])[C:7]=3[CH2:8]2)[CH3:13])=[CH:15][C:16]=1[CH3:25].